Dataset: Reaction yield outcomes from USPTO patents with 853,638 reactions. Task: Predict the reaction yield, written as a fraction of the theoretical maximum amount of product (1.0 means a 100% yield; for example, 0.34 means a 34% yield). The reactants are C[O:2][C:3]([C:5]1[N:6]([C:10]2[C:19]([N+:20]([O-])=O)=[CH:18][C:13]([C:14]([O:16][CH3:17])=[O:15])=[CH:12][N:11]=2)[CH:7]=[CH:8][CH:9]=1)=O.P(OC1C=CC=CC=1)(OC1C=CC=CC=1)OC1C=CC=CC=1. The catalyst is ClCCl.[NH4+].[O-][V](=O)=O.[Pt]. The product is [O:2]=[C:3]1[NH:20][C:19]2[CH:18]=[C:13]([C:14]([O:16][CH3:17])=[O:15])[CH:12]=[N:11][C:10]=2[N:6]2[CH:7]=[CH:8][CH:9]=[C:5]12. The yield is 0.540.